From a dataset of Catalyst prediction with 721,799 reactions and 888 catalyst types from USPTO. Predict which catalyst facilitates the given reaction. (1) The catalyst class is: 1. Reactant: CC(OC(/N=N/C(OC(C)C)=O)=O)C.[Cl:15][C:16]1[CH:17]=[C:18]([CH:32]=[C:33]([O:36][CH:37]2[CH2:42][CH2:41][CH2:40][CH2:39][CH2:38]2)[C:34]=1[OH:35])[C:19]([NH:21][C:22]1[CH:31]=[CH:30][C:25]([C:26]([O:28][CH3:29])=[O:27])=[CH:24][CH:23]=1)=[O:20].[CH:43]1(O)[CH2:48][CH2:47][CH2:46][CH2:45][CH2:44]1.C1(P(C2C=CC=CC=2)C2C=CC=CC=2)C=CC=CC=1. Product: [Cl:15][C:16]1[CH:17]=[C:18]([CH:32]=[C:33]([O:36][CH:37]2[CH2:42][CH2:41][CH2:40][CH2:39][CH2:38]2)[C:34]=1[O:35][CH:43]1[CH2:48][CH2:47][CH2:46][CH2:45][CH2:44]1)[C:19]([NH:21][C:22]1[CH:23]=[CH:24][C:25]([C:26]([O:28][CH3:29])=[O:27])=[CH:30][CH:31]=1)=[O:20]. (2) The catalyst class is: 5. Product: [C:1]1([C:35]2[CH:40]=[CH:39][CH:38]=[CH:37][CH:36]=2)[CH:2]=[CH:3][C:4]([C:7]([NH:9][CH2:10][CH2:11][O:12][C:13]2[CH:18]=[CH:17][C:16]([CH2:19][CH:20]([N:26]([CH2:33][CH3:34])[C:27]3[CH:28]=[CH:29][CH:30]=[CH:31][CH:32]=3)[C:21]([OH:23])=[O:22])=[CH:15][CH:14]=2)=[O:8])=[CH:5][CH:6]=1. Reactant: [C:1]1([C:35]2[CH:40]=[CH:39][CH:38]=[CH:37][CH:36]=2)[CH:6]=[CH:5][C:4]([C:7]([NH:9][CH2:10][CH2:11][O:12][C:13]2[CH:18]=[CH:17][C:16]([CH2:19][CH:20]([N:26]([CH2:33][CH3:34])[C:27]3[CH:32]=[CH:31][CH:30]=[CH:29][CH:28]=3)[C:21]([O:23]CC)=[O:22])=[CH:15][CH:14]=2)=[O:8])=[CH:3][CH:2]=1.[OH-].[Na+]. (3) Reactant: [CH3:1][CH:2]([O:4][C:5]1[C:13]2[CH2:12][N:11]([C:14]3[CH:19]=[CH:18][C:17]([CH2:20][C:21]([O:23]CC)=[O:22])=[CH:16][C:15]=3[Cl:26])[C:10](=[O:27])[C:9]=2[C:8]([O:28][CH:29]([CH3:31])[CH3:30])=[C:7]2[CH:32]=[CH:33][CH:34]=[CH:35][C:6]=12)[CH3:3].[OH-].[Na+]. Product: [CH3:3][CH:2]([O:4][C:5]1[C:13]2[CH2:12][N:11]([C:14]3[CH:19]=[CH:18][C:17]([CH2:20][C:21]([OH:23])=[O:22])=[CH:16][C:15]=3[Cl:26])[C:10](=[O:27])[C:9]=2[C:8]([O:28][CH:29]([CH3:30])[CH3:31])=[C:7]2[CH:32]=[CH:33][CH:34]=[CH:35][C:6]=12)[CH3:1]. The catalyst class is: 8. (4) Reactant: Cl.[Cl:2][C:3]1[CH:33]=[CH:32][C:6]([C:7]([NH:9][CH2:10][CH2:11][NH:12][C:13]2[C:18]([Cl:19])=[CH:17][C:16](/[CH:20]=[CH:21]/[C:22](=[O:31])[NH:23][O:24]C3CCCCO3)=[CH:15][N:14]=2)=[O:8])=[CH:5][CH:4]=1. Product: [ClH:2].[Cl:2][C:3]1[CH:33]=[CH:32][C:6]([C:7]([NH:9][CH2:10][CH2:11][NH:12][C:13]2[C:18]([Cl:19])=[CH:17][C:16](/[CH:20]=[CH:21]/[C:22]([NH:23][OH:24])=[O:31])=[CH:15][N:14]=2)=[O:8])=[CH:5][CH:4]=1. The catalyst class is: 14.